This data is from NCI-60 drug combinations with 297,098 pairs across 59 cell lines. The task is: Regression. Given two drug SMILES strings and cell line genomic features, predict the synergy score measuring deviation from expected non-interaction effect. (1) Drug 1: CC12CCC3C(C1CCC2=O)CC(=C)C4=CC(=O)C=CC34C. Drug 2: CC(CN1CC(=O)NC(=O)C1)N2CC(=O)NC(=O)C2. Cell line: EKVX. Synergy scores: CSS=34.6, Synergy_ZIP=0.846, Synergy_Bliss=1.35, Synergy_Loewe=-8.53, Synergy_HSA=3.33. (2) Drug 1: C1CN1C2=NC(=NC(=N2)N3CC3)N4CC4. Drug 2: C(=O)(N)NO. Cell line: UACC-257. Synergy scores: CSS=13.6, Synergy_ZIP=-4.24, Synergy_Bliss=-0.910, Synergy_Loewe=-13.9, Synergy_HSA=-1.21. (3) Drug 1: CC(C1=C(C=CC(=C1Cl)F)Cl)OC2=C(N=CC(=C2)C3=CN(N=C3)C4CCNCC4)N. Drug 2: C1CN(CCN1C(=O)CCBr)C(=O)CCBr. Cell line: CAKI-1. Synergy scores: CSS=25.5, Synergy_ZIP=-9.24, Synergy_Bliss=-6.25, Synergy_Loewe=-2.23, Synergy_HSA=-2.22.